The task is: Regression. Given a peptide amino acid sequence and an MHC pseudo amino acid sequence, predict their binding affinity value. This is MHC class II binding data.. This data is from Peptide-MHC class II binding affinity with 134,281 pairs from IEDB. (1) The peptide sequence is TEAKEGLKRGEITHHAV. The MHC is DRB3_0101 with pseudo-sequence DRB3_0101. The binding affinity (normalized) is 0.388. (2) The peptide sequence is GELQILDKIDAAFKI. The MHC is DRB1_0401 with pseudo-sequence DRB1_0401. The binding affinity (normalized) is 0.617. (3) The peptide sequence is SEYMTSWFYDNDNPY. The MHC is HLA-DQA10501-DQB10402 with pseudo-sequence HLA-DQA10501-DQB10402. The binding affinity (normalized) is 0.334. (4) The peptide sequence is FPEQPEQPYPEQ. The MHC is DRB1_1501 with pseudo-sequence DRB1_1501. The binding affinity (normalized) is 0. (5) The peptide sequence is VCGMFTNRSGSQQW. The MHC is HLA-DPA10201-DPB11401 with pseudo-sequence HLA-DPA10201-DPB11401. The binding affinity (normalized) is 0. (6) The peptide sequence is YDKFLANVSTVLHGK. The MHC is DRB1_0101 with pseudo-sequence DRB1_0101. The binding affinity (normalized) is 0.904. (7) The peptide sequence is AHLAEENEGDNACKR. The MHC is HLA-DQA10201-DQB10303 with pseudo-sequence HLA-DQA10201-DQB10303. The binding affinity (normalized) is 0.